This data is from Forward reaction prediction with 1.9M reactions from USPTO patents (1976-2016). The task is: Predict the product of the given reaction. (1) Given the reactants [CH3:1][O:2][C:3]1[CH:8]=[CH:7][C:6]([NH2:9])=[CH:5][CH:4]=1.CN(C)C1C=CC=CC=1.CO[C:21]1[CH:26]=[CH:25][C:24]([C:27]([CH2:29]Br)=O)=[CH:23][CH:22]=1.Cl.[C:32](OCC)(=[O:34])C, predict the reaction product. The product is: [CH3:1][O:2][C:3]1[CH:8]=[C:7]2[C:6](=[CH:5][CH:4]=1)[NH:9][C:27]([C:24]1[CH:23]=[CH:22][CH:21]=[C:26]([O:34][CH3:32])[CH:25]=1)=[CH:29]2. (2) The product is: [N:23]1[CH:24]=[CH:25][CH:26]=[C:21]([C:12]2[C@:13]3([CH2:15][CH2:16][C@H:17]4[C@@H:8]([CH2:7][CH2:6][C:5]5[CH:4]=[C:3]([OH:2])[CH:20]=[CH:19][C:18]=54)[C@@H:9]3[CH2:10][CH:11]=2)[CH3:14])[CH:22]=1. Given the reactants C[O:2][C:3]1[CH:20]=[CH:19][C:18]2[C@@H:17]3[C@H:8]([C@H:9]4[C@@:13]([CH2:15][CH2:16]3)([CH3:14])[C:12]([C:21]3[CH:22]=[N:23][CH:24]=[CH:25][CH:26]=3)=[CH:11][CH2:10]4)[CH2:7][CH2:6][C:5]=2[CH:4]=1.B(Br)(Br)Br.N1C(C)=CC=CC=1C, predict the reaction product. (3) Given the reactants Br[C:2]1[CH:3]=[C:4]2[C:8](=[CH:9][CH:10]=1)[N:7]([C:11]1[CH:16]=[CH:15][C:14]([F:17])=[CH:13][CH:12]=1)[N:6]=[CH:5]2.[CH:18]1([NH:21][C:22](=[O:39])[C:23]2[CH:28]=[CH:27][C:26]([CH3:29])=[C:25](B3OC(C)(C)C(C)(C)O3)[CH:24]=2)[CH2:20][CH2:19]1.C(=O)(O)[O-].[Na+], predict the reaction product. The product is: [CH:18]1([NH:21][C:22](=[O:39])[C:23]2[CH:28]=[CH:27][C:26]([CH3:29])=[C:25]([C:2]3[CH:3]=[C:4]4[C:8](=[CH:9][CH:10]=3)[N:7]([C:11]3[CH:16]=[CH:15][C:14]([F:17])=[CH:13][CH:12]=3)[N:6]=[CH:5]4)[CH:24]=2)[CH2:19][CH2:20]1.